From a dataset of Forward reaction prediction with 1.9M reactions from USPTO patents (1976-2016). Predict the product of the given reaction. (1) Given the reactants [CH2:1]([C:3]1[S:4][CH:5]=[C:6](/[CH:8]=[CH:9]/[C:10]2[C:11]([O:22]COC)=[N:12][N:13]([C:15]3[CH:20]=[CH:19][CH:18]=[CH:17][C:16]=3[CH3:21])[CH:14]=2)[N:7]=1)[CH3:2].Cl, predict the reaction product. The product is: [CH2:1]([C:3]1[S:4][CH:5]=[C:6](/[CH:8]=[CH:9]/[C:10]2[C:11]([OH:22])=[N:12][N:13]([C:15]3[CH:20]=[CH:19][CH:18]=[CH:17][C:16]=3[CH3:21])[CH:14]=2)[N:7]=1)[CH3:2]. (2) Given the reactants C(O[C:4]([C:6]1[C:7]([OH:25])=[C:8]2[CH:16]=[CH:15][N:14]([CH2:17][C:18]3[CH:23]=[CH:22][CH:21]=[CH:20][C:19]=3[F:24])[C:9]2=[C:10]([C:12]#[N:13])[N:11]=1)=[O:5])C.[NH2:26][CH2:27][C:28]([OH:30])=[O:29].C[O-].[Na+].CO, predict the reaction product. The product is: [C:12]([C:10]1[N:11]=[C:6]([C:4]([NH:26][CH2:27][C:28]([OH:30])=[O:29])=[O:5])[C:7]([OH:25])=[C:8]2[CH:16]=[CH:15][N:14]([CH2:17][C:18]3[CH:23]=[CH:22][CH:21]=[CH:20][C:19]=3[F:24])[C:9]=12)#[N:13]. (3) Given the reactants [N+:1]([C:4]1[CH:9]=[CH:8][C:7]([CH2:10][S:11]([N:14]2[CH2:18][CH2:17][CH2:16][CH2:15]2)(=[O:13])=[O:12])=[CH:6][CH:5]=1)([O-])=O.[N+](C1C=C(CC(Cl)=O)C=CC=1)([O-])=O.N1CCCC1, predict the reaction product. The product is: [N:14]1([S:11]([CH2:10][C:7]2[CH:8]=[CH:9][C:4]([NH2:1])=[CH:5][CH:6]=2)(=[O:13])=[O:12])[CH2:15][CH2:16][CH2:17][CH2:18]1. (4) Given the reactants [CH3:1][O:2][C:3]([C:5]1[CH:10]([C:11]2[CH:16]=[CH:15][C:14]([C:17]#[N:18])=[CH:13][C:12]=2[CH:19]=C)[N:9]2[C:21](=[O:24])[NH:22][N:23]=[C:8]2[N:7]([C:25]2[CH:30]=[CH:29][CH:28]=[C:27]([C:31]([F:34])([F:33])[F:32])[CH:26]=2)[C:6]=1[CH3:35])=[O:4].C[N+]1([O-])CC[O:40]CC1.I([O-])(=O)(=O)=O.[Na+], predict the reaction product. The product is: [CH3:1][O:2][C:3]([C:5]1[CH:10]([C:11]2[CH:16]=[CH:15][C:14]([C:17]#[N:18])=[CH:13][C:12]=2[CH:19]=[O:40])[N:9]2[C:21](=[O:24])[NH:22][N:23]=[C:8]2[N:7]([C:25]2[CH:30]=[CH:29][CH:28]=[C:27]([C:31]([F:32])([F:34])[F:33])[CH:26]=2)[C:6]=1[CH3:35])=[O:4]. (5) Given the reactants [NH2:1][C:2]1[C:7]([NH:8][C:9]2[CH:14]=[CH:13][C:12]([I:15])=[CH:11][C:10]=2[F:16])=[C:6]([CH3:17])[C:5](=[O:18])[N:4]2[CH2:19][CH2:20][N:21]([CH2:22][C:23]3[CH:28]=[CH:27][CH:26]=[CH:25][CH:24]=3)[C:3]=12.[CH:29]1([S:32](Cl)(=[O:34])=[O:33])[CH2:31][CH2:30]1, predict the reaction product. The product is: [CH2:22]([N:21]1[C:3]2=[C:2]([NH:1][S:32]([CH:29]3[CH2:31][CH2:30]3)(=[O:34])=[O:33])[C:7]([NH:8][C:9]3[CH:14]=[CH:13][C:12]([I:15])=[CH:11][C:10]=3[F:16])=[C:6]([CH3:17])[C:5](=[O:18])[N:4]2[CH2:19][CH2:20]1)[C:23]1[CH:24]=[CH:25][CH:26]=[CH:27][CH:28]=1.